From a dataset of Reaction yield outcomes from USPTO patents with 853,638 reactions. Predict the reaction yield, written as a fraction of the theoretical maximum amount of product (1.0 means a 100% yield; for example, 0.34 means a 34% yield). (1) The reactants are [Cl:1][C:2]1[C:3]([C:13]([O:15][CH2:16][CH3:17])=[O:14])=[C:4]([C:8](OCC)=[O:9])[CH:5]=[N:6][CH:7]=1.[H-].C([Al+]CC(C)C)C(C)C.C(O)(=O)C.CC(=O)OCC. The catalyst is C1(C)C=CC=CC=1.CCCCCC. The product is [Cl:1][C:2]1[CH:7]=[N:6][CH:5]=[C:4]([CH:8]=[O:9])[C:3]=1[C:13]([O:15][CH2:16][CH3:17])=[O:14]. The yield is 1.00. (2) The yield is 0.500. The product is [CH2:1]([O:8][C:9]([C:11]1[S:22][C:14]2[N:15]([CH3:21])[C:16](=[O:20])[N:17]([CH2:26][C:27]3[CH:32]=[CH:31][CH:30]=[C:29]([O:33][CH3:34])[CH:28]=3)[C:18](=[O:19])[C:13]=2[CH:12]=1)=[O:10])[C:2]1[CH:3]=[CH:4][CH:5]=[CH:6][CH:7]=1. The reactants are [CH2:1]([O:8][C:9]([C:11]1[S:22][C:14]2[N:15]([CH3:21])[C:16](=[O:20])[NH:17][C:18](=[O:19])[C:13]=2[CH:12]=1)=[O:10])[C:2]1[CH:7]=[CH:6][CH:5]=[CH:4][CH:3]=1.[H-].[Na+].Cl[CH2:26][C:27]1[CH:32]=[CH:31][CH:30]=[C:29]([O:33][CH3:34])[CH:28]=1. The catalyst is CN(C)C=O. (3) The reactants are [F:1][C:2]1[CH:7]=[CH:6][CH:5]=[C:4]([N:8]2[N:12]=[CH:11][CH:10]=[N:9]2)[C:3]=1[C:13]([N:15]1[CH2:19][CH:18]2[CH2:20][N:21]([C:23]3[N:28]=[C:27]([OH:29])[CH:26]=[C:25]([CH3:30])[N:24]=3)[CH2:22][CH:17]2[CH2:16]1)=[O:14].CC([O-])(C)C.[K+].C1C=CC(N([S:44]([C:47]([F:50])([F:49])[F:48])(=[O:46])=[O:45])[S:44]([C:47]([F:50])([F:49])[F:48])(=[O:46])=[O:45])=CC=1. The yield is 0.790. The product is [F:48][C:47]([F:50])([F:49])[S:44]([O:29][C:27]1[CH:26]=[C:25]([CH3:30])[N:24]=[C:23]([N:21]2[CH2:20][CH:18]3[CH:17]([CH2:16][N:15]([C:13](=[O:14])[C:3]4[C:4]([N:8]5[N:12]=[CH:11][CH:10]=[N:9]5)=[CH:5][CH:6]=[CH:7][C:2]=4[F:1])[CH2:19]3)[CH2:22]2)[N:28]=1)(=[O:46])=[O:45]. The catalyst is C1COCC1.C([O-])([O-])=O.[K+].[K+]. (4) The reactants are [CH2:1]1[C:3]2([CH2:7][CH:6](CS([O-])(=O)=O)[CH2:5][O:4]2)[CH2:2]1.[OH:13][C:14]1[CH:23]=[C:22]2[C:17]([C:18]([O:24][C:25]3[CH:26]=[CH:27][C:28]([N:31]([C:40]4[CH:45]=[CH:44][CH:43]=[CH:42][CH:41]=4)[C:32]([C:34]4([C:37]([NH2:39])=[O:38])[CH2:36][CH2:35]4)=[O:33])=[N:29][CH:30]=3)=[CH:19][CH:20]=[N:21]2)=[CH:16][CH:15]=1.C(=O)([O-])[O-].[Cs+].[Cs+]. The catalyst is CN(C)C(=O)C. The product is [CH2:2]1[C:3]2([CH2:7][CH:6]([O:13][C:14]3[CH:23]=[C:22]4[C:17]([C:18]([O:24][C:25]5[CH:26]=[CH:27][C:28]([N:31]([C:40]6[CH:41]=[CH:42][CH:43]=[CH:44][CH:45]=6)[C:32]([C:34]6([C:37]([NH2:39])=[O:38])[CH2:36][CH2:35]6)=[O:33])=[N:29][CH:30]=5)=[CH:19][CH:20]=[N:21]4)=[CH:16][CH:15]=3)[CH2:5][O:4]2)[CH2:1]1. The yield is 0.200. (5) The reactants are [NH:1]1[C:5]2[CH:6]=[CH:7][C:8]([C:10]([OH:12])=O)=[CH:9][C:4]=2[N:3]=[CH:2]1.[CH3:13][C@@:14]12[C:23]3[CH:24]=[CH:25][CH:26]=[CH:27][C:22]=3[CH2:21][CH2:20][C@@H:19]1[NH:18][CH2:17][CH2:16][CH2:15]2.C[C@]12C3C=CC=CC=3CC[C@@H]1NCCC2. No catalyst specified. The product is [NH:1]1[C:5]2[CH:6]=[CH:7][C:8]([C:10]([N:18]3[C@@H:19]4[C@@:14]([CH3:13])([C:23]5[CH:24]=[CH:25][CH:26]=[CH:27][C:22]=5[CH2:21][CH2:20]4)[CH2:15][CH2:16][CH2:17]3)=[O:12])=[CH:9][C:4]=2[N:3]=[CH:2]1. The yield is 0.200. (6) The reactants are C([O:3][C:4](=[O:30])[CH:5]([O:8][C:9]1[CH:14]=[CH:13][C:12]([O:15][CH2:16][CH2:17][C:18]2[N:19]=[C:20]([C:24]3[CH:29]=[CH:28][CH:27]=[CH:26][CH:25]=3)[O:21][C:22]=2[CH3:23])=[CH:11][CH:10]=1)[CH2:6][CH3:7])C.[OH-].[Na+]. The catalyst is C(O)C.C1COCC1. The product is [CH3:23][C:22]1[O:21][C:20]([C:24]2[CH:25]=[CH:26][CH:27]=[CH:28][CH:29]=2)=[N:19][C:18]=1[CH2:17][CH2:16][O:15][C:12]1[CH:11]=[CH:10][C:9]([O:8][CH:5]([CH2:6][CH3:7])[C:4]([OH:30])=[O:3])=[CH:14][CH:13]=1. The yield is 0.770.